This data is from Full USPTO retrosynthesis dataset with 1.9M reactions from patents (1976-2016). The task is: Predict the reactants needed to synthesize the given product. (1) Given the product [CH2:1]([C@@H:8]1[CH2:13][N:12]([CH2:14][C:15]2[CH:16]=[CH:17][CH:18]=[CH:19][CH:20]=2)[CH2:11][CH2:10][N:9]1[C:21]([C:23]1[N:24]=[CH:25][N:26]([CH2:34][CH:35]2[CH2:40][CH2:39][CH2:38][CH2:37][NH:36]2)[C:27]=1[C:28]1[CH:33]=[CH:32][CH:31]=[CH:30][CH:29]=1)=[O:22])[C:2]1[CH:3]=[CH:4][CH:5]=[CH:6][CH:7]=1, predict the reactants needed to synthesize it. The reactants are: [CH2:1]([C@@H:8]1[CH2:13][N:12]([CH2:14][C:15]2[CH:20]=[CH:19][CH:18]=[CH:17][CH:16]=2)[CH2:11][CH2:10][N:9]1[C:21]([C:23]1[N:24]=[CH:25][N:26]([CH2:34][CH:35]2[CH2:40][CH2:39][CH2:38][CH2:37][N:36]2C(OC(C)(C)C)=O)[C:27]=1[C:28]1[CH:33]=[CH:32][CH:31]=[CH:30][CH:29]=1)=[O:22])[C:2]1[CH:7]=[CH:6][CH:5]=[CH:4][CH:3]=1.C(O)(C(F)(F)F)=O. (2) Given the product [CH3:13][O:12][C:3]1[CH:4]=[C:5]([CH:10]=[CH:11][C:2]=1[C:22]1[CH:23]=[N:24][NH:25][CH:26]=1)[C:6]([O:8][CH3:9])=[O:7], predict the reactants needed to synthesize it. The reactants are: Br[C:2]1[CH:11]=[CH:10][C:5]([C:6]([O:8][CH3:9])=[O:7])=[CH:4][C:3]=1[O:12][CH3:13].CC1(C)C(C)(C)OB([C:22]2[CH:23]=[N:24][N:25](C(OC(C)(C)C)=O)[CH:26]=2)O1.P([O-])([O-])([O-])=O.[K+].[K+].[K+]. (3) The reactants are: [C:1]1(/[CH:7]=[CH:8]/[C:9]2[CH:10]=[C:11]([CH:16]=[CH:17][N:18]=2)[C:12]([O:14][CH3:15])=[O:13])[CH:6]=[CH:5][CH:4]=[CH:3][CH:2]=1. Given the product [C:1]1([CH2:7][CH2:8][CH:9]2[CH2:10][CH:11]([C:12]([O:14][CH3:15])=[O:13])[CH2:16][CH2:17][NH:18]2)[CH:6]=[CH:5][CH:4]=[CH:3][CH:2]=1, predict the reactants needed to synthesize it. (4) Given the product [NH2:15][C:13]1[CH:12]=[CH:11][C:4]([C:5]([NH:7][CH:8]([CH3:10])[CH3:9])=[O:6])=[C:3]([O:2][CH3:1])[CH:14]=1, predict the reactants needed to synthesize it. The reactants are: [CH3:1][O:2][C:3]1[CH:14]=[C:13]([N+:15]([O-])=O)[CH:12]=[CH:11][C:4]=1[C:5]([NH:7][CH:8]([CH3:10])[CH3:9])=[O:6].[Sn](Cl)(Cl)(Cl)Cl.O.C(=O)(O)[O-].[Na+]. (5) Given the product [OH:41][CH:20]([C:11]1[C:12]2[O:17][CH2:16][C:15](=[O:18])[NH:14][C:13]=2[CH:19]=[C:9]([OH:8])[CH:10]=1)[CH2:21][NH:22][C:23]1([CH2:26][CH2:27][N:28]2[C:33]3[CH:34]=[CH:35][CH:36]=[CH:37][C:32]=3[C:31]([CH3:39])([CH3:38])[O:30][CH:29]2[OH:40])[CH2:25][CH2:24]1, predict the reactants needed to synthesize it. The reactants are: C([O:8][C:9]1[CH:10]=[C:11]([CH:20]([OH:41])[CH2:21][NH:22][C:23]2([CH2:26][CH2:27][N:28]3[C:33]4[CH:34]=[CH:35][CH:36]=[CH:37][C:32]=4[C:31]([CH3:39])([CH3:38])[O:30][C:29]3=[O:40])[CH2:25][CH2:24]2)[C:12]2[O:17][CH2:16][C:15](=[O:18])[NH:14][C:13]=2[CH:19]=1)C1C=CC=CC=1.[H][H]. (6) Given the product [F:1][C:2]1[CH:3]=[C:4]([C:13]2[CH:18]=[CH:17][CH:16]=[CH:15][C:14]=2[C:19]([F:22])([F:20])[F:21])[C:5]2[O:9][CH:8]([CH2:10][NH:11][C:33](=[O:34])[O:35][CH2:36][C:37]3[CH:42]=[CH:41][CH:40]=[CH:39][CH:38]=3)[CH2:7][C:6]=2[CH:12]=1, predict the reactants needed to synthesize it. The reactants are: [F:1][C:2]1[CH:3]=[C:4]([C:13]2[CH:18]=[CH:17][CH:16]=[CH:15][C:14]=2[C:19]([F:22])([F:21])[F:20])[C:5]2[O:9][CH:8]([CH2:10][NH2:11])[CH2:7][C:6]=2[CH:12]=1.C(N(C(C)C)CC)(C)C.Cl[C:33]([O:35][CH2:36][C:37]1[CH:42]=[CH:41][CH:40]=[CH:39][CH:38]=1)=[O:34].